Predict the reaction yield, written as a fraction of the theoretical maximum amount of product (1.0 means a 100% yield; for example, 0.34 means a 34% yield). From a dataset of Reaction yield outcomes from USPTO patents with 853,638 reactions. (1) The catalyst is CO.C(OCC)(=O)C.CCCCCC. The product is [C:33]([O:37][C:38]([C:39]1[C:40]([O:44][CH2:45][C:46]2[CH:51]=[CH:50][CH:49]=[CH:48][CH:47]=2)=[C:41]([OH:42])[N:16]=[C:14]([CH2:13][C:8]2([C:5]3[CH:4]=[CH:3][C:2]([Cl:1])=[CH:7][CH:6]=3)[CH2:12][CH2:11][CH2:10][CH2:9]2)[N:15]=1)=[O:53])([CH3:36])([CH3:34])[CH3:35]. The yield is 0.910. The reactants are [Cl:1][C:2]1[CH:7]=[CH:6][C:5]([C:8]2([CH2:13][C:14]([NH2:16])=[NH:15])[CH2:12][CH2:11][CH2:10][CH2:9]2)=[CH:4][CH:3]=1.Cl.C1(C2(CC(N)=N)CCCC2)C=CC=CC=1.[C:33]([O:37][C:38](=[O:53])/[C:39](/O)=[C:40](\[O:44][CH2:45][C:46]1[CH:51]=[CH:50][CH:49]=[CH:48][CH:47]=1)/[C:41](O)=[O:42])([CH3:36])([CH3:35])[CH3:34].C[O-].[Na+]. (2) The product is [CH2:1]([O:8][C:9]1[CH:14]=[CH:13][CH:12]=[CH:11][C:10]=1[NH:15][C:16](=[O:30])[NH:17][C:18]1[CH:23]=[CH:22][C:21]([CH2:24][C:25]([NH:57][N:31]2[CH2:35][CH2:34][CH2:33][CH:32]2[CH2:36][O:37][C:38]2[CH:47]=[CH:46][C:41]([C:42]([O:44][CH3:45])=[O:43])=[CH:40][C:39]=2[N+:48]([O-:50])=[O:49])=[O:27])=[CH:20][C:19]=1[O:28][CH3:29])[C:2]1[CH:7]=[CH:6][CH:5]=[CH:4][CH:3]=1. The catalyst is CN(C1C=CN=CC=1)C.C1COCC1.O. The yield is 0.820. The reactants are [CH2:1]([O:8][C:9]1[CH:14]=[CH:13][CH:12]=[CH:11][C:10]=1[NH:15][C:16](=[O:30])[NH:17][C:18]1[CH:23]=[CH:22][C:21]([CH2:24][C:25]([OH:27])=O)=[CH:20][C:19]=1[O:28][CH3:29])[C:2]1[CH:7]=[CH:6][CH:5]=[CH:4][CH:3]=1.[NH:31]1[CH2:35][CH2:34][CH2:33][CH:32]1[CH2:36][O:37][C:38]1[CH:47]=[CH:46][C:41]([C:42]([O:44][CH3:45])=[O:43])=[CH:40][C:39]=1[N+:48]([O-:50])=[O:49].C1C=CC2N(O)N=[N:57]C=2C=1.CCN(CC)CC.CCN=C=NCCCN(C)C.Cl.